This data is from Forward reaction prediction with 1.9M reactions from USPTO patents (1976-2016). The task is: Predict the product of the given reaction. Given the reactants C(O[C:6](=[O:30])[NH:7][CH2:8][C:9]1[CH:14]=[CH:13][C:12]([C:15]2[C:16]3[CH:23]=[C:22]([C:24]4[CH:25]=[N:26][N:27]([CH3:29])[CH:28]=4)[NH:21][C:17]=3[N:18]=[CH:19][N:20]=2)=[CH:11][CH:10]=1)(C)(C)C.C(O)(C(F)(F)F)=O.[O:38]1[CH2:41][CH:40]([C:42]2[CH:50]=[CH:49][C:45](C(O)=O)=[CH:44][CH:43]=2)[CH2:39]1.CCN(C(C)C)C(C)C.CN(C(ON1N=NC2C=CC=NC1=2)=[N+](C)C)C.F[P-](F)(F)(F)(F)F, predict the reaction product. The product is: [CH3:29][N:27]1[CH:28]=[C:24]([C:22]2[NH:21][C:17]3[N:18]=[CH:19][N:20]=[C:15]([C:12]4[CH:13]=[CH:14][C:9]([CH2:8][NH:7][C:6](=[O:30])[C:45]5[CH:49]=[CH:50][C:42]([CH:40]6[CH2:41][O:38][CH2:39]6)=[CH:43][CH:44]=5)=[CH:10][CH:11]=4)[C:16]=3[CH:23]=2)[CH:25]=[N:26]1.